The task is: Predict the product of the given reaction.. This data is from Forward reaction prediction with 1.9M reactions from USPTO patents (1976-2016). (1) Given the reactants [CH3:1][C:2]1[CH:3]=[C:4]([NH:11][CH2:12][C:13]2[CH:18]=[CH:17][C:16]([C:19]([F:22])([F:21])[F:20])=[CH:15][CH:14]=2)[CH:5]=[CH:6][C:7]=1[N+:8]([O-:10])=[O:9].[C:23](O[C:23]([O:25][C:26]([CH3:29])([CH3:28])[CH3:27])=[O:24])([O:25][C:26]([CH3:29])([CH3:28])[CH3:27])=[O:24].CN(C1C=CC=CN=1)C.C(N(CC)CC)C.C(=O)=O, predict the reaction product. The product is: [C:26]([O:25][C:23](=[O:24])[N:11]([C:4]1[CH:5]=[CH:6][C:7]([N+:8]([O-:10])=[O:9])=[C:2]([CH3:1])[CH:3]=1)[CH2:12][C:13]1[CH:18]=[CH:17][C:16]([C:19]([F:20])([F:21])[F:22])=[CH:15][CH:14]=1)([CH3:29])([CH3:28])[CH3:27]. (2) Given the reactants [NH:1]1[CH2:8][CH2:7][CH2:6][C@@H:2]1[C:3]([OH:5])=[O:4].[C:9](=O)([O-])[O-].[K+].[K+].CO.Cl[C:18]([O:20][CH2:21][CH3:22])=[O:19], predict the reaction product. The product is: [N:1]1([C:18]([O:20][CH2:21][CH3:22])=[O:19])[CH2:8][CH2:7][CH2:6][C@@H:2]1[C:3]([O:5][CH3:9])=[O:4]. (3) Given the reactants Br[CH2:2][C:3]1[CH:7]=[C:6]([CH3:8])[O:5][N:4]=1.[C:9]([N:16]1[CH2:21][CH2:20][NH:19][CH2:18][CH2:17]1)([O:11][C:12]([CH3:15])([CH3:14])[CH3:13])=[O:10], predict the reaction product. The product is: [C:12]([O:11][C:9]([N:16]1[CH2:21][CH2:20][N:19]([CH2:2][C:3]2[CH:7]=[C:6]([CH3:8])[O:5][N:4]=2)[CH2:18][CH2:17]1)=[O:10])([CH3:15])([CH3:13])[CH3:14]. (4) The product is: [F:3][C:4]1[CH:5]=[C:6]([CH:10]=[CH:11][C:12]=1[N+:13]([O-:15])=[O:14])[CH2:7][OH:8]. Given the reactants [BH4-].[Na+].[F:3][C:4]1[CH:5]=[C:6]([CH:10]=[CH:11][C:12]=1[N+:13]([O-:15])=[O:14])[C:7](O)=[O:8].B(F)(F)F.CCOCC.Cl, predict the reaction product. (5) Given the reactants CO.C[O:4][C:5]([C:7]1[CH:16]=[CH:15][C:10]([C:11]([O:13][CH3:14])=[O:12])=[CH:9][N:8]=1)=O.[Cl-].[K+].[BH4-].[Na+], predict the reaction product. The product is: [OH:4][CH2:5][C:7]1[CH:16]=[CH:15][C:10]([C:11]([O:13][CH3:14])=[O:12])=[CH:9][N:8]=1.